From a dataset of Reaction yield outcomes from USPTO patents with 853,638 reactions. Predict the reaction yield, written as a fraction of the theoretical maximum amount of product (1.0 means a 100% yield; for example, 0.34 means a 34% yield). (1) The reactants are N[C:2]1(CO)[CH2:7][O:6][C:5]([CH3:9])([CH3:8])[O:4][CH2:3]1.[OH:12]P([O-])(O)=O.[K+]. The catalyst is O. The product is [CH3:9][C:5]1([CH3:8])[O:4][CH2:3][C:2](=[O:12])[CH2:7][O:6]1. The yield is 0.750. (2) The reactants are [NH:1]1[CH2:5][CH2:4][C:3]2([C:9]3[CH:10]=[CH:11][CH:12]=[CH:13][C:8]=3[O:7][CH2:6]2)[CH2:2]1.Cl[C:15]1[N:16]=[N:17][C:18]([C:21]2[O:25][N:24]=[C:23]([CH3:26])[N:22]=2)=[CH:19][CH:20]=1.C(=O)([O-])[O-].[K+].[K+].O. The catalyst is CN(C)C=O. The product is [CH3:26][C:23]1[N:22]=[C:21]([C:18]2[N:17]=[N:16][C:15]([N:1]3[CH2:5][CH2:4][C:3]4([C:9]5[CH:10]=[CH:11][CH:12]=[CH:13][C:8]=5[O:7][CH2:6]4)[CH2:2]3)=[CH:20][CH:19]=2)[O:25][N:24]=1. The yield is 0.470. (3) The reactants are [NH:1]1[C:5]2=[N:6][CH:7]=[CH:8][CH:9]=[C:4]2[C:3]([C:10]([O:12][CH3:13])=[O:11])=[N:2]1.[Br:14][C:15]1[CH:16]=[C:17](B(O)O)[CH:18]=[C:19]([F:21])[CH:20]=1. No catalyst specified. The product is [Br:14][C:15]1[CH:16]=[C:17]([N:1]2[C:5]3=[N:6][CH:7]=[CH:8][CH:9]=[C:4]3[C:3]([C:10]([O:12][CH3:13])=[O:11])=[N:2]2)[CH:18]=[C:19]([F:21])[CH:20]=1. The yield is 0.310. (4) The reactants are [Cl:1][C:2]1[CH:21]=[C:20]([C:22]([F:25])([F:24])[F:23])[CH:19]=[CH:18][C:3]=1[CH2:4][N:5]1[C:9](/[CH:10]=[CH:11]/[C:12]([O:14][CH2:15][CH3:16])=[O:13])=[CH:8][C:7]([OH:17])=[N:6]1.[CH3:26][C:27]1([CH2:31]O)[CH2:30][O:29][CH2:28]1.C(P(CCCC)CCCC)CCC.N(C(N1CCCCC1)=O)=NC(N1CCCCC1)=O. The catalyst is O1CCCC1. The product is [Cl:1][C:2]1[CH:21]=[C:20]([C:22]([F:25])([F:23])[F:24])[CH:19]=[CH:18][C:3]=1[CH2:4][N:5]1[C:9](/[CH:10]=[CH:11]/[C:12]([O:14][CH2:15][CH3:16])=[O:13])=[CH:8][C:7]([O:17][CH2:26][C:27]2([CH3:31])[CH2:30][O:29][CH2:28]2)=[N:6]1. The yield is 0.910. (5) The reactants are Br[C:2]1[C:3]([C:16]2[CH:21]=[CH:20][CH:19]=[CH:18][CH:17]=2)=[N:4][C:5]2[C:10]([N:11]=1)=[CH:9][C:8]([C:12]([O:14][CH3:15])=[O:13])=[CH:7][CH:6]=2.[CH3:22][CH:23](C1C=C(C(C)C)C(C2C=CC=CC=2P(C2CCCCC2)C2CCCCC2)=C(C(C)C)C=1)C.[Zn](CC)CC. The catalyst is C1COCC1.C1C=CC(/C=C/C(/C=C/C2C=CC=CC=2)=O)=CC=1.C1C=CC(/C=C/C(/C=C/C2C=CC=CC=2)=O)=CC=1.C1C=CC(/C=C/C(/C=C/C2C=CC=CC=2)=O)=CC=1.[Pd].[Pd]. The product is [CH2:22]([C:2]1[C:3]([C:16]2[CH:21]=[CH:20][CH:19]=[CH:18][CH:17]=2)=[N:4][C:5]2[C:10]([N:11]=1)=[CH:9][C:8]([C:12]([O:14][CH3:15])=[O:13])=[CH:7][CH:6]=2)[CH3:23]. The yield is 0.350.